Dataset: Forward reaction prediction with 1.9M reactions from USPTO patents (1976-2016). Task: Predict the product of the given reaction. Given the reactants C(O[C:4]([C:6]1[CH:7]=[N:8][C:9]2[CH2:10][CH2:11][CH2:12][CH2:13][C:14]=2[C:15]=1Cl)=[O:5])C.Cl.[Cl:18][C:19]1[CH:24]=[CH:23][C:22]([NH:25][NH2:26])=[CH:21][CH:20]=1.CCN(CC)CC, predict the reaction product. The product is: [Cl:18][C:19]1[CH:24]=[CH:23][C:22]([N:25]2[C:4](=[O:5])[C:6]3=[CH:7][NH:8][C:9]4[CH2:10][CH2:11][CH2:12][CH2:13][C:14]=4[C:15]3=[N:26]2)=[CH:21][CH:20]=1.